Dataset: Forward reaction prediction with 1.9M reactions from USPTO patents (1976-2016). Task: Predict the product of the given reaction. (1) Given the reactants [Cl:1][C:2]1[CH:7]=[C:6]([NH:8][CH:9]2[CH2:14][CH2:13][N:12]([C:15]([O:17][C:18]([CH3:21])([CH3:20])[CH3:19])=[O:16])[CH2:11][CH2:10]2)[N:5]2[N:22]=[CH:23][CH:24]=[C:4]2[N:3]=1.O=P(Cl)(Cl)Cl.CN([CH:33]=[O:34])C, predict the reaction product. The product is: [Cl:1][C:2]1[CH:7]=[C:6]([NH:8][CH:9]2[CH2:10][CH2:11][N:12]([C:15]([O:17][C:18]([CH3:21])([CH3:19])[CH3:20])=[O:16])[CH2:13][CH2:14]2)[N:5]2[N:22]=[CH:23][C:24]([CH:33]=[O:34])=[C:4]2[N:3]=1. (2) Given the reactants [C:1]([S@@:5](/[N:7]=[CH:8]/[C:9]1[O:13][N:12]=[C:11]([CH3:14])[C:10]=1[C:15]1[CH:25]=[CH:24][CH:23]=[CH:22][C:16]=1[C:17]([O:19][CH2:20][CH3:21])=[O:18])=[O:6])([CH3:4])([CH3:3])[CH3:2].C1COCC1.C[Si](C)(C)[C:33]([F:36])([F:35])[F:34], predict the reaction product. The product is: [CH3:4][C:1]([CH3:2])([S@@:5]([NH:7][C@@H:8]([C:9]1[O:13][N:12]=[C:11]([CH3:14])[C:10]=1[C:15]1[CH:25]=[CH:24][CH:23]=[CH:22][C:16]=1[C:17]([O:19][CH2:20][CH3:21])=[O:18])[C:33]([F:36])([F:35])[F:34])=[O:6])[CH3:3]. (3) Given the reactants [CH3:1][S:2]([C:5]1[CH:6]=[C:7]([C:11]2[S:15][C:14]([CH2:16][NH:17][S:18]([C:21]3[CH:26]=[CH:25][CH:24]=[CH:23][C:22]=3[C:27]([F:30])([F:29])[F:28])(=[O:20])=[O:19])=[CH:13][CH:12]=2)[CH:8]=[CH:9][CH:10]=1)(=[O:4])=[O:3].C(=O)([O-])[O-].[Cs+].[Cs+].[CH2:37](Cl)[CH:38]1[O:42][CH2:41][CH2:40][CH2:39]1, predict the reaction product. The product is: [CH3:1][S:2]([C:5]1[CH:6]=[C:7]([C:11]2[S:15][C:14]([CH2:16][N:17]([CH2:37][CH:38]3[CH2:39][CH2:40][CH2:41][O:42]3)[S:18]([C:21]3[CH:26]=[CH:25][CH:24]=[CH:23][C:22]=3[C:27]([F:30])([F:28])[F:29])(=[O:20])=[O:19])=[CH:13][CH:12]=2)[CH:8]=[CH:9][CH:10]=1)(=[O:3])=[O:4]. (4) Given the reactants C(OC(=O)[NH:7][C:8]1[CH:13]=[CH:12][C:11]([O:14][C:15]([F:18])([F:17])[F:16])=[CH:10][C:9]=1[NH:19][C:20](=[O:39])[CH2:21][C:22]([C:24]1[CH:29]=[CH:28][CH:27]=[C:26]([C:30]2[CH:31]=[N:32][C:33]([CH:36]3[CH2:38][CH2:37]3)=[CH:34][CH:35]=2)[CH:25]=1)=O)(C)(C)C.C(O)(C(F)(F)F)=O, predict the reaction product. The product is: [CH:36]1([C:33]2[N:32]=[CH:31][C:30]([C:26]3[CH:25]=[C:24]([C:22]4[CH2:21][C:20](=[O:39])[NH:19][C:9]5[CH:10]=[C:11]([O:14][C:15]([F:18])([F:16])[F:17])[CH:12]=[CH:13][C:8]=5[N:7]=4)[CH:29]=[CH:28][CH:27]=3)=[CH:35][CH:34]=2)[CH2:37][CH2:38]1. (5) Given the reactants Cl[C:2]1[CH:7]=[CH:6][N+:5]([O-:8])=[C:4]([CH3:9])[C:3]=1[CH3:10].[OH-].[Na+].[CH2:13]([OH:21])[CH2:14][CH2:15][CH2:16][CH2:17][CH2:18][CH2:19][CH3:20].Cl, predict the reaction product. The product is: [CH2:13]([O:21][C:2]1[CH:7]=[CH:6][N+:5]([O-:8])=[C:4]([CH3:9])[C:3]=1[CH3:10])[CH2:14][CH2:15][CH2:16][CH2:17][CH2:18][CH2:19][CH3:20]. (6) Given the reactants [OH:1][C:2]1[C:7]([NH:8][C:9](=O)[C:10]2[CH:15]=[C:14]([CH3:16])[C:13]([O:17][CH3:18])=[C:12]([CH3:19])[CH:11]=2)=[C:6]([OH:21])[N:5]=[C:4]([S:22][CH3:23])[N:3]=1, predict the reaction product. The product is: [CH3:18][O:17][C:13]1[C:12]([CH3:19])=[CH:11][C:10]([C:9]2[O:21][C:6]3[N:5]=[C:4]([S:22][CH3:23])[N:3]=[C:2]([OH:1])[C:7]=3[N:8]=2)=[CH:15][C:14]=1[CH3:16].